From a dataset of Reaction yield outcomes from USPTO patents with 853,638 reactions. Predict the reaction yield, written as a fraction of the theoretical maximum amount of product (1.0 means a 100% yield; for example, 0.34 means a 34% yield). (1) The product is [Br:19][C:15]1[CH:14]=[C:13]([CH:18]=[CH:17][CH:16]=1)[NH:12][C:8]1[C:9]2[CH:10]=[N:11][C:2]([NH:22][CH3:20])=[CH:3][C:4]=2[N:5]=[CH:6][N:7]=1. The yield is 0.650. The catalyst is C(O)(C)C. The reactants are F[C:2]1[N:11]=[CH:10][C:9]2[C:8]([NH:12][C:13]3[CH:18]=[CH:17][CH:16]=[C:15]([Br:19])[CH:14]=3)=[N:7][CH:6]=[N:5][C:4]=2[CH:3]=1.[CH2:20]([N:22](CC)CC)C.Cl.CN. (2) The reactants are [N:1]([CH2:4][CH2:5][NH:6][C:7](=[O:21])[CH2:8][CH2:9][CH2:10][CH2:11][CH2:12][CH2:13][CH2:14][CH2:15]CCCCC)=[N+:2]=[N-:3].N([CH2:25][CH2:26]N)=[N+]=[N-].C(N(CC)CC)C. The catalyst is ClCCl. The product is [N:1]([CH2:4][CH2:5][NH:6][C:7](=[O:21])[C:8]1[CH:9]=[CH:10][C:11]([CH2:12][CH2:13][CH2:14][CH3:15])=[CH:26][CH:25]=1)=[N+:2]=[N-:3]. The yield is 0.750. (3) The catalyst is CN(C=O)C. The yield is 0.600. The reactants are [CH3:1][C:2]1[NH:6][N:5]=[C:4]([C:7]2[O:11][N:10]=[C:9]([C:12]3[CH:17]=[CH:16][C:15]([O:18][C:19]([F:22])([F:21])[F:20])=[CH:14][CH:13]=3)[N:8]=2)[N:3]=1.C([O-])([O-])=O.[Cs+].[Cs+].[Cl:29][C:30]1[CH:35]=[C:34]([CH2:36]Cl)[CH:33]=[CH:32][N:31]=1. The product is [Cl:29][C:30]1[CH:35]=[C:34]([CH2:36][N:6]2[C:2]([CH3:1])=[N:3][C:4]([C:7]3[O:11][N:10]=[C:9]([C:12]4[CH:13]=[CH:14][C:15]([O:18][C:19]([F:22])([F:20])[F:21])=[CH:16][CH:17]=4)[N:8]=3)=[N:5]2)[CH:33]=[CH:32][N:31]=1. (4) The reactants are Br[C:2]1[CH:3]=[CH:4][C:5]([F:9])=[C:6]([CH3:8])[CH:7]=1.[Li]CCCC.[B:15](OC(C)C)([O:20]C(C)C)[O:16]C(C)C. The catalyst is C1COCC1. The product is [F:9][C:5]1[CH:4]=[CH:3][C:2]([B:15]([OH:20])[OH:16])=[CH:7][C:6]=1[CH3:8]. The yield is 0.840. (5) The reactants are [C:1]([N:4]([O:42][CH2:43][C:44]1[CH:49]=[CH:48][CH:47]=[CH:46][CH:45]=1)[C:5]1([CH2:37][CH2:38][CH:39]([CH3:41])[CH3:40])[C:14]2[C:9](=[CH:10][CH:11]=[CH:12][CH:13]=2)[C:8]([OH:15])=[C:7]([C:16]2[NH:21][C:20]3[CH:22]=[CH:23][C:24]([N:26]([S:30]([CH3:33])(=[O:32])=[O:31])C(=O)C)=[CH:25][C:19]=3[S:18](=[O:35])(=[O:34])[N:17]=2)[C:6]1=[O:36])(=[O:3])[CH3:2]. The catalyst is CO.C([O-])(O)=O.[Na+]. The product is [CH2:43]([O:42][N:4]([C:5]1([CH2:37][CH2:38][CH:39]([CH3:41])[CH3:40])[C:14]2[C:9](=[CH:10][CH:11]=[CH:12][CH:13]=2)[C:8]([OH:15])=[C:7]([C:16]2[NH:21][C:20]3[CH:22]=[CH:23][C:24]([NH:26][S:30]([CH3:33])(=[O:32])=[O:31])=[CH:25][C:19]=3[S:18](=[O:34])(=[O:35])[N:17]=2)[C:6]1=[O:36])[C:1](=[O:3])[CH3:2])[C:44]1[CH:45]=[CH:46][CH:47]=[CH:48][CH:49]=1. The yield is 0.800. (6) The reactants are [C:1]([O:9][CH2:10][CH3:11])([O:6][CH2:7][CH3:8])(OCC)[CH3:2].N1C=CC=CC=1.[F:18][C:19]([F:30])([F:29])[C:20](O[C:20](=[O:21])[C:19]([F:30])([F:29])[F:18])=[O:21]. The catalyst is C(Cl)Cl. The product is [CH2:10]([O:9][C:1]([O:6][CH2:7][CH3:8])=[CH:2][C:20](=[O:21])[C:19]([F:30])([F:29])[F:18])[CH3:11]. The yield is 0.950. (7) The reactants are [CH3:1][N:2]([C:4]([N:7]([CH3:9])[CH3:8])(Cl)[Cl:5])[CH3:3].O.[C:11]1([CH3:21])[CH:16]=[CH:15][C:14]([S:17]([OH:20])(=[O:19])=[O:18])=[CH:13][CH:12]=1. No catalyst specified. The product is [S:17]([C:14]1[CH:15]=[CH:16][C:11]([CH3:21])=[CH:12][CH:13]=1)([O-:20])(=[O:19])=[O:18].[CH3:1][N:2]([C+:4]([N:7]([CH3:9])[CH3:8])[Cl:5])[CH3:3]. The yield is 0.978.